The task is: Regression. Given two drug SMILES strings and cell line genomic features, predict the synergy score measuring deviation from expected non-interaction effect.. This data is from NCI-60 drug combinations with 297,098 pairs across 59 cell lines. (1) Drug 1: CC1=CC2C(CCC3(C2CCC3(C(=O)C)OC(=O)C)C)C4(C1=CC(=O)CC4)C. Drug 2: CCCCC(=O)OCC(=O)C1(CC(C2=C(C1)C(=C3C(=C2O)C(=O)C4=C(C3=O)C=CC=C4OC)O)OC5CC(C(C(O5)C)O)NC(=O)C(F)(F)F)O. Cell line: 786-0. Synergy scores: CSS=-6.08, Synergy_ZIP=-0.542, Synergy_Bliss=-6.86, Synergy_Loewe=-13.3, Synergy_HSA=-8.34. (2) Drug 1: C1=C(C(=O)NC(=O)N1)F. Drug 2: C1CN1P(=S)(N2CC2)N3CC3. Cell line: HOP-62. Synergy scores: CSS=45.1, Synergy_ZIP=-15.5, Synergy_Bliss=-11.0, Synergy_Loewe=-7.39, Synergy_HSA=-6.97. (3) Drug 1: CC1=C(C=C(C=C1)NC2=NC=CC(=N2)N(C)C3=CC4=NN(C(=C4C=C3)C)C)S(=O)(=O)N.Cl. Drug 2: CN(CCCl)CCCl.Cl. Cell line: RXF 393. Synergy scores: CSS=14.2, Synergy_ZIP=-4.67, Synergy_Bliss=3.82, Synergy_Loewe=-8.83, Synergy_HSA=6.44. (4) Drug 1: CC1=C2C(C(=O)C3(C(CC4C(C3C(C(C2(C)C)(CC1OC(=O)C(C(C5=CC=CC=C5)NC(=O)OC(C)(C)C)O)O)OC(=O)C6=CC=CC=C6)(CO4)OC(=O)C)O)C)O. Drug 2: COCCOC1=C(C=C2C(=C1)C(=NC=N2)NC3=CC=CC(=C3)C#C)OCCOC.Cl. Cell line: SK-MEL-28. Synergy scores: CSS=0.377, Synergy_ZIP=4.44, Synergy_Bliss=4.95, Synergy_Loewe=5.95, Synergy_HSA=2.39. (5) Drug 1: C1=C(C(=O)NC(=O)N1)F. Drug 2: C(CCl)NC(=O)N(CCCl)N=O. Cell line: NCI-H226. Synergy scores: CSS=30.5, Synergy_ZIP=10.9, Synergy_Bliss=14.1, Synergy_Loewe=13.5, Synergy_HSA=14.6. (6) Drug 1: C1CC(C1)(C(=O)O)C(=O)O.[NH2-].[NH2-].[Pt+2]. Drug 2: CC(C)CN1C=NC2=C1C3=CC=CC=C3N=C2N. Cell line: 786-0. Synergy scores: CSS=12.1, Synergy_ZIP=-1.57, Synergy_Bliss=2.74, Synergy_Loewe=2.04, Synergy_HSA=2.05.